Dataset: Catalyst prediction with 721,799 reactions and 888 catalyst types from USPTO. Task: Predict which catalyst facilitates the given reaction. (1) Reactant: [I:1][C:2]1[C:13]([C:14]([O:16][CH2:17][CH3:18])=[O:15])=[C:5]2[CH2:6][NH:7][C@@H:8]3[CH2:12][O:11][CH2:10][C@@H:9]3[N:4]2[N:3]=1.[CH3:19][C:20]([O:23][C:24](O[C:24]([O:23][C:20]([CH3:22])([CH3:21])[CH3:19])=[O:25])=[O:25])([CH3:22])[CH3:21]. Product: [I:1][C:2]1[C:13]([C:14]([O:16][CH2:17][CH3:18])=[O:15])=[C:5]2[CH2:6][N:7]([C:24]([O:23][C:20]([CH3:22])([CH3:21])[CH3:19])=[O:25])[C@@H:8]3[CH2:12][O:11][CH2:10][C@@H:9]3[N:4]2[N:3]=1. The catalyst class is: 34. (2) Reactant: [CH:1]([C:4]1[S:8][C:7]([C:9]([O:11]CC)=[O:10])=[N:6][CH:5]=1)([CH3:3])[CH3:2].[OH-].[Li+]. Product: [CH:1]([C:4]1[S:8][C:7]([C:9]([OH:11])=[O:10])=[N:6][CH:5]=1)([CH3:3])[CH3:2]. The catalyst class is: 24. (3) Reactant: [F:1][C:2]([F:29])([O:6][C:7]1[CH:8]=[C:9]([CH2:13][N:14]([CH2:22][C@@H:23]([OH:28])[C:24]([F:27])([F:26])[F:25])[C:15]2[CH:16]=[C:17]([OH:21])[CH:18]=[CH:19][CH:20]=2)[CH:10]=[CH:11][CH:12]=1)[CH:3]([F:5])[F:4].[F:30][C:31]([F:41])([F:40])[C:32]1[CH:33]=[C:34]([CH:37]=[CH:38][CH:39]=1)[CH2:35]Br.C(=O)([O-])[O-].[Cs+].[Cs+]. Product: [F:1][C:2]([F:29])([O:6][C:7]1[CH:8]=[C:9]([CH2:13][N:14]([C:15]2[CH:20]=[CH:19][CH:18]=[C:17]([O:21][CH2:35][C:34]3[CH:37]=[CH:38][CH:39]=[C:32]([C:31]([F:30])([F:40])[F:41])[CH:33]=3)[CH:16]=2)[CH2:22][C@@H:23]([OH:28])[C:24]([F:26])([F:27])[F:25])[CH:10]=[CH:11][CH:12]=1)[CH:3]([F:5])[F:4]. The catalyst class is: 21. (4) Reactant: [C:1]1([C@H:7]2[C@@H:12]([NH:13][C:14]([O:16][C:17]([CH3:20])([CH3:19])[CH3:18])=[O:15])[CH2:11][CH2:10][CH2:9][NH:8]2)[CH:6]=[CH:5][CH:4]=[CH:3][CH:2]=1.C(=O)([O-])[O-].[K+].[K+].Br[CH2:28][C:29]([O:31][CH3:32])=[O:30].O. Product: [CH3:32][O:31][C:29]([CH2:28][N:8]1[CH2:9][CH2:10][CH2:11][C@H:12]([NH:13][C:14]([O:16][C:17]([CH3:20])([CH3:19])[CH3:18])=[O:15])[C@@H:7]1[C:1]1[CH:2]=[CH:3][CH:4]=[CH:5][CH:6]=1)=[O:30]. The catalyst class is: 9. (5) Reactant: [CH3:1][C:2]1[S:3][C:4]2[CH:10]=[CH:9][C:8]([NH2:11])=[CH:7][C:5]=2[N:6]=1.Br[CH2:13][C:14]([C:16]1([CH3:19])[CH2:18][CH2:17]1)=[O:15].C(=O)([O-])[O-].[Na+].[Na+]. Product: [CH3:1][C:2]1[S:3][C:4]2[CH:10]=[CH:9][C:8]([NH:11][CH2:13][C:14]([C:16]3([CH3:19])[CH2:18][CH2:17]3)=[O:15])=[CH:7][C:5]=2[N:6]=1. The catalyst class is: 14. (6) Reactant: O=[C:2]([C:19]1[CH:24]=[CH:23][CH:22]=[CH:21][CH:20]=1)[CH:3]([NH:10][C:11](=O)[C:12]1[CH:17]=[CH:16][CH:15]=[CH:14][CH:13]=1)[C:4]1[CH:9]=[CH:8][N:7]=[CH:6][CH:5]=1.C(O)(=O)C.[NH2:29][CH2:30][CH2:31][C@H:32]1[O:37]B(C2C=CC=CC=2)[O:35][C@@H:34]([CH2:44][C:45]([O:47][C:48]([CH3:51])([CH3:50])[CH3:49])=[O:46])[CH2:33]1. Product: [C:12]1([C:11]2[N:29]([CH2:30][CH2:31][C@@H:32]([OH:37])[CH2:33][C@@H:34]([OH:35])[CH2:44][C:45]([O:47][C:48]([CH3:49])([CH3:50])[CH3:51])=[O:46])[C:2]([C:19]3[CH:24]=[CH:23][CH:22]=[CH:21][CH:20]=3)=[C:3]([C:4]3[CH:9]=[CH:8][N:7]=[CH:6][CH:5]=3)[N:10]=2)[CH:17]=[CH:16][CH:15]=[CH:14][CH:13]=1. The catalyst class is: 8. (7) Reactant: [Cl:1][C:2]1[CH:11]=[C:10]2[C:5]([C:6]([NH:12][C:13]3[CH:14]=[CH:15][C:16]([N:21]4[CH2:26][CH2:25][N:24]([CH3:27])[CH2:23][CH2:22]4)=[C:17]([CH2:19]O)[CH:18]=3)=[CH:7][CH:8]=[N:9]2)=[CH:4][CH:3]=1.S(Cl)(Cl)=O.[NH:32]1[CH2:37][CH2:36][O:35][CH2:34][CH2:33]1. Product: [Cl:1][C:2]1[CH:11]=[C:10]2[C:5]([C:6]([NH:12][C:13]3[CH:14]=[CH:15][C:16]([N:21]4[CH2:22][CH2:23][N:24]([CH3:27])[CH2:25][CH2:26]4)=[C:17]([CH2:19][N:32]4[CH2:37][CH2:36][O:35][CH2:34][CH2:33]4)[CH:18]=3)=[CH:7][CH:8]=[N:9]2)=[CH:4][CH:3]=1. The catalyst class is: 3. (8) Reactant: [CH:1]([C:3]1[CH:8]=[CH:7][CH:6]=[CH:5][C:4]=1[C:9]1[CH:14]=[CH:13][CH:12]=[CH:11][C:10]=1[Cl:15])=O.[S:16]1[CH2:20][C:19](=[O:21])[NH:18][C:17]1=[O:22].N1CCCCC1.C(O)(=O)C1C=CC=CC=1. Product: [Cl:15][C:10]1[CH:11]=[CH:12][CH:13]=[CH:14][C:9]=1[C:4]1[CH:5]=[CH:6][CH:7]=[CH:8][C:3]=1[CH:1]=[C:20]1[S:16][C:17](=[O:22])[NH:18][C:19]1=[O:21]. The catalyst class is: 93.